From a dataset of Forward reaction prediction with 1.9M reactions from USPTO patents (1976-2016). Predict the product of the given reaction. (1) Given the reactants [F:1][C:2]([F:17])([F:16])[C:3]([C:5]1[C:13]2[C:8](=[CH:9][C:10]([O:14][CH3:15])=[CH:11][CH:12]=2)[NH:7][CH:6]=1)=[O:4].C(=O)([O-])[O-].[K+].[K+].I[CH:25]([CH3:27])[CH3:26], predict the reaction product. The product is: [F:17][C:2]([F:1])([F:16])[C:3]([C:5]1[C:13]2[C:8](=[CH:9][C:10]([O:14][CH3:15])=[CH:11][CH:12]=2)[N:7]([CH:25]([CH3:27])[CH3:26])[CH:6]=1)=[O:4]. (2) Given the reactants Br[C:2]1[CH:3]=[CH:4][C:5]2[N:9]=[CH:8][N:7]([C:10]3[CH:15]=[CH:14][C:13]([O:16][CH3:17])=[CH:12][CH:11]=3)[C:6]=2[CH:18]=1.[Cl:19][C:20]1[CH:25]=[CH:24][C:23]([N:26]2[C:30](B(O)O)=[CH:29][CH:28]=[N:27]2)=[CH:22][CH:21]=1, predict the reaction product. The product is: [Cl:19][C:20]1[CH:21]=[CH:22][C:23]([N:26]2[C:30]([C:2]3[CH:3]=[CH:4][C:5]4[N:9]=[CH:8][N:7]([C:10]5[CH:15]=[CH:14][C:13]([O:16][CH3:17])=[CH:12][CH:11]=5)[C:6]=4[CH:18]=3)=[CH:29][CH:28]=[N:27]2)=[CH:24][CH:25]=1. (3) Given the reactants [N:1]1[CH:6]=[CH:5][CH:4]=[CH:3][C:2]=1[CH:7]=[CH:8][C:9]1[C:17]2[C:12](=[N:13][CH:14]=[C:15]([C:18]3[CH:19]=[C:20]([OH:24])[CH:21]=[CH:22][CH:23]=3)[CH:16]=2)[NH:11][CH:10]=1, predict the reaction product. The product is: [N:1]1[CH:6]=[CH:5][CH:4]=[CH:3][C:2]=1[CH2:7][CH2:8][C:9]1[C:17]2[C:12](=[N:13][CH:14]=[C:15]([C:18]3[CH:19]=[C:20]([OH:24])[CH:21]=[CH:22][CH:23]=3)[CH:16]=2)[NH:11][CH:10]=1.